Predict the reactants needed to synthesize the given product. From a dataset of Full USPTO retrosynthesis dataset with 1.9M reactions from patents (1976-2016). (1) Given the product [Cl:1][C:2]1[CH:3]=[CH:4][C:5]([O:18][CH3:19])=[C:6]([C:8]2[N:9]=[C:10]([CH:14]=[C:15]([CH3:16])[CH3:17])[S:11][C:12]=2[NH:13][C:29]([C:22]2[CH:21]=[N:20][N:24]3[CH:25]=[CH:26][CH:27]=[N:28][C:23]=23)=[O:30])[CH:7]=1, predict the reactants needed to synthesize it. The reactants are: [Cl:1][C:2]1[CH:3]=[CH:4][C:5]([O:18][CH3:19])=[C:6]([C:8]2[N:9]=[C:10]([CH:14]=[C:15]([CH3:17])[CH3:16])[S:11][C:12]=2[NH2:13])[CH:7]=1.[N:20]1[N:24]2[CH:25]=[CH:26][CH:27]=[N:28][C:23]2=[C:22]([C:29](Cl)=[O:30])[CH:21]=1. (2) Given the product [NH:1]1[C:9]2[C:4](=[CH:5][CH:6]=[CH:7][CH:8]=2)[C:3](/[CH:10]=[C:11]2\[O:12][C:13]3[C:20]([C:21]#[C:22][CH2:23][CH2:24][N:25]4[CH2:26][CH2:27][NH:28][CH2:29][CH2:30]4)=[C:19]([O:38][CH3:39])[CH:18]=[CH:17][C:14]=3[C:15]\2=[O:16])=[N:2]1, predict the reactants needed to synthesize it. The reactants are: [NH:1]1[C:9]2[C:4](=[CH:5][CH:6]=[CH:7][CH:8]=2)[C:3](/[CH:10]=[C:11]2\[O:12][C:13]3[C:20]([C:21]#[C:22][CH2:23][CH2:24][N:25]4[CH2:30][CH2:29][N:28](C(OC(C)(C)C)=O)[CH2:27][CH2:26]4)=[C:19]([O:38][CH3:39])[CH:18]=[CH:17][C:14]=3[C:15]\2=[O:16])=[N:2]1.Cl. (3) Given the product [ClH:1].[CH2:2]1[O:10][C:9]2[CH:8]=[CH:7][C:6]([C@@H:11]3[C:16]4[NH:17][C:18]5[C:23]([C:15]=4[CH2:14][C@H:13]([C:24]([O:26][CH2:28][CH3:29])=[O:25])[NH:12]3)=[CH:22][CH:21]=[CH:20][CH:19]=5)=[CH:5][C:4]=2[O:3]1, predict the reactants needed to synthesize it. The reactants are: [ClH:1].[CH2:2]1[O:10][C:9]2[CH:8]=[CH:7][C:6]([C@@H:11]3[C:16]4[NH:17][C:18]5[C:23]([C:15]=4[CH2:14][C@H:13]([C:24]([OH:26])=[O:25])[NH:12]3)=[CH:22][CH:21]=[CH:20][CH:19]=5)=[CH:5][C:4]=2[O:3]1.Cl.[CH2:28](O)[CH3:29].